From a dataset of NCI-60 drug combinations with 297,098 pairs across 59 cell lines. Regression. Given two drug SMILES strings and cell line genomic features, predict the synergy score measuring deviation from expected non-interaction effect. (1) Drug 1: CN(C)N=NC1=C(NC=N1)C(=O)N. Drug 2: C1=NC2=C(N=C(N=C2N1C3C(C(C(O3)CO)O)F)Cl)N. Cell line: SW-620. Synergy scores: CSS=15.0, Synergy_ZIP=1.89, Synergy_Bliss=0.193, Synergy_Loewe=-46.1, Synergy_HSA=-4.11. (2) Drug 1: CN1CCC(CC1)COC2=C(C=C3C(=C2)N=CN=C3NC4=C(C=C(C=C4)Br)F)OC. Synergy scores: CSS=45.7, Synergy_ZIP=0.224, Synergy_Bliss=-1.11, Synergy_Loewe=-15.1, Synergy_HSA=-0.891. Drug 2: CC1OCC2C(O1)C(C(C(O2)OC3C4COC(=O)C4C(C5=CC6=C(C=C35)OCO6)C7=CC(=C(C(=C7)OC)O)OC)O)O. Cell line: CCRF-CEM.